This data is from Reaction yield outcomes from USPTO patents with 853,638 reactions. The task is: Predict the reaction yield, written as a fraction of the theoretical maximum amount of product (1.0 means a 100% yield; for example, 0.34 means a 34% yield). (1) The reactants are Cl.[NH2:2][N:3]1[CH2:7][C:6](=[O:8])[NH:5][C:4]1=[O:9].[N:10]1[C:19]2[C:14](=[CH:15][C:16]([CH2:20][N:21]3[C:25]4=[N:26][C:27]([C:30](=O)[CH3:31])=[CH:28][N:29]=[C:24]4[N:23]=[N:22]3)=[CH:17][CH:18]=2)[CH:13]=[CH:12][CH:11]=1. No catalyst specified. The product is [N:10]1[C:19]2[C:14](=[CH:15][C:16]([CH2:20][N:21]3[C:25]4=[N:26][C:27](/[C:30](=[N:2]/[N:3]5[CH2:7][C:6](=[O:8])[NH:5][C:4]5=[O:9])/[CH3:31])=[CH:28][N:29]=[C:24]4[N:23]=[N:22]3)=[CH:17][CH:18]=2)[CH:13]=[CH:12][CH:11]=1. The yield is 0.580. (2) The reactants are C([N:4]1[C:13]2[C:8](=[N:9][C:10]3[CH2:17][CH2:16][CH2:15][CH2:14][C:11]=3[N:12]=2)[C:7](=[O:18])[N:6]([CH2:19][C:20]2[CH:25]=[CH:24][C:23]([Cl:26])=[CH:22][CH:21]=2)[C:5]1=[O:27])C=C.C(O)=O.C(N(CC)CC)C. The catalyst is O1CCOCC1.C1C=CC([P]([Pd]([P](C2C=CC=CC=2)(C2C=CC=CC=2)C2C=CC=CC=2)([P](C2C=CC=CC=2)(C2C=CC=CC=2)C2C=CC=CC=2)[P](C2C=CC=CC=2)(C2C=CC=CC=2)C2C=CC=CC=2)(C2C=CC=CC=2)C2C=CC=CC=2)=CC=1. The product is [Cl:26][C:23]1[CH:24]=[CH:25][C:20]([CH2:19][N:6]2[C:7](=[O:18])[C:8]3[C:13](=[N:12][C:11]4[CH2:14][CH2:15][CH2:16][CH2:17][C:10]=4[N:9]=3)[NH:4][C:5]2=[O:27])=[CH:21][CH:22]=1. The yield is 0.960.